Dataset: Catalyst prediction with 721,799 reactions and 888 catalyst types from USPTO. Task: Predict which catalyst facilitates the given reaction. (1) Reactant: [Cl:1][C:2]1[CH:10]=[CH:9][CH:8]=[C:7]2[C:3]=1[CH:4]([CH2:14][CH2:15][C:16]1([F:26])[CH2:21][CH2:20][CH:19]([C:22](OC)=[O:23])[CH2:18][CH2:17]1)[N:5]1[CH:13]=[N:12][CH:11]=[C:6]12.[CH3:27][C:28]#N. Product: [Cl:1][C:2]1[CH:10]=[CH:9][CH:8]=[C:7]2[C:3]=1[CH:4]([CH2:14][CH2:15][C:16]1([F:26])[CH2:17][CH2:18][CH:19]([C:22]3([OH:23])[CH2:28][CH2:27]3)[CH2:20][CH2:21]1)[N:5]1[CH:13]=[N:12][CH:11]=[C:6]12. The catalyst class is: 6. (2) Reactant: Br[C:2]1[N:3]=[CH:4][C:5]([O:31][CH3:32])=[C:6]2[C:10]([C:11](=[O:30])[C:12]([N:14]3[CH2:23][CH2:22][C:21]4[C:16](=[CH:17][CH:18]=[CH:19][C:20]=4[C:24]4[CH:29]=[CH:28][CH:27]=[CH:26][N:25]=4)[CH2:15]3)=[O:13])=[CH:9][NH:8][C:7]=12.[F:33][C:34]([C:37]1[N:41]=[CH:40][NH:39][N:38]=1)([F:36])[CH3:35].CN[C@@H]1CCCC[C@@H]1NC.C([O-])([O-])=O.[K+].[K+]. Product: [F:33][C:34]([C:37]1[N:41]=[CH:40][N:39]([C:2]2[N:3]=[CH:4][C:5]([O:31][CH3:32])=[C:6]3[C:10]([C:11](=[O:30])[C:12]([N:14]4[CH2:23][CH2:22][C:21]5[C:16](=[CH:17][CH:18]=[CH:19][C:20]=5[C:24]5[CH:29]=[CH:28][CH:27]=[CH:26][N:25]=5)[CH2:15]4)=[O:13])=[CH:9][NH:8][C:7]=23)[N:38]=1)([F:36])[CH3:35]. The catalyst class is: 185.